This data is from Reaction yield outcomes from USPTO patents with 853,638 reactions. The task is: Predict the reaction yield, written as a fraction of the theoretical maximum amount of product (1.0 means a 100% yield; for example, 0.34 means a 34% yield). The reactants are [NH:1]1[CH:5]=[CH:4][C:3]([C:6]2[CH:11]=[CH:10][CH:9]=[CH:8][N:7]=2)=[CH:2]1.Br[C:13]1[CH:14]=[CH:15][C:16]([C:21]2[CH:26]=[CH:25][CH:24]=[CH:23][N:22]=2)=[C:17]([CH:20]=1)[C:18]#[N:19].CC(C)([O-])C.[Na+].N[C@@H]1CCCC[C@H]1N. The catalyst is CN(C=O)C.CCOC(C)=O.CCCCCC. The product is [N:22]1[CH:23]=[CH:24][CH:25]=[CH:26][C:21]=1[C:16]1[CH:15]=[CH:14][C:13]([N:1]2[CH:5]=[CH:4][C:3]([C:6]3[CH:11]=[CH:10][CH:9]=[CH:8][N:7]=3)=[CH:2]2)=[CH:20][C:17]=1[C:18]#[N:19]. The yield is 0.270.